Dataset: CYP2C19 inhibition data for predicting drug metabolism from PubChem BioAssay. Task: Regression/Classification. Given a drug SMILES string, predict its absorption, distribution, metabolism, or excretion properties. Task type varies by dataset: regression for continuous measurements (e.g., permeability, clearance, half-life) or binary classification for categorical outcomes (e.g., BBB penetration, CYP inhibition). Dataset: cyp2c19_veith. (1) The molecule is Cc1ccccc1S(=O)(=O)O[C@@H]1NS(=O)(=O)c2ccccc21. The result is 0 (non-inhibitor). (2) The molecule is c1ccc(-c2cccc(N3CCC4(CCNCC4)CC3)c2)cc1. The result is 0 (non-inhibitor). (3) The molecule is COc1ccc(CCCOc2cc(CCn3ccnc3)ccc2OC)cc1. The result is 1 (inhibitor). (4) The molecule is c1ccc(CCCCN2CCC(c3ccccc3)CC2)cc1. The result is 1 (inhibitor).